Task: Predict the reactants needed to synthesize the given product.. Dataset: Full USPTO retrosynthesis dataset with 1.9M reactions from patents (1976-2016) (1) Given the product [CH3:1][O:2][C:3]1[CH:8]=[CH:7][CH:6]=[CH:5][C:4]=1[CH:9]1[NH:10][CH2:11][CH2:12][N:13]([C:16]2[C:25]3[C:20](=[CH:21][C:22]([O:28][CH3:29])=[C:23]([O:26][CH3:27])[CH:24]=3)[N:19]=[CH:18][N:17]=2)[CH2:14]1, predict the reactants needed to synthesize it. The reactants are: [CH3:1][O:2][C:3]1[CH:8]=[CH:7][CH:6]=[CH:5][C:4]=1[CH:9]1[CH2:14][NH:13][CH2:12][CH2:11][NH:10]1.Cl[C:16]1[C:25]2[C:20](=[CH:21][C:22]([O:28][CH3:29])=[C:23]([O:26][CH3:27])[CH:24]=2)[N:19]=[CH:18][N:17]=1. (2) Given the product [CH2:1]([O:13][C:25](=[O:26])[CH2:24][N:23]([CH3:28])[CH3:22])[CH2:2][CH2:3][CH2:4][CH2:5][CH2:6][CH2:7][CH2:8][CH2:9][CH2:10][CH2:11][CH3:12], predict the reactants needed to synthesize it. The reactants are: [CH2:1]([OH:13])[CH2:2][CH2:3][CH2:4][CH2:5][CH2:6][CH2:7][CH2:8][CH2:9][CH2:10][CH2:11][CH3:12].C(N(CC)CC)C.Cl.[CH3:22][N:23]([CH3:28])[CH2:24][C:25](O)=[O:26].C1(N=C=NC2CCCCC2)CCCCC1. (3) Given the product [OH:34][C:31]1[CH:32]=[CH:33][C:28]([C:27]2[CH:7]([C:2]3[CH:3]=[CH:4][CH:5]=[CH:6][N:1]=3)[O:18][C:19]3[C:20]([CH:26]=2)=[CH:21][CH:22]=[C:23]([OH:25])[CH:24]=3)=[CH:29][CH:30]=1, predict the reactants needed to synthesize it. The reactants are: [N:1]1[CH:6]=[CH:5][CH:4]=[CH:3][C:2]=1[C:7](O[C:7]([C:2]1[CH:3]=[CH:4][CH:5]=[CH:6][N:1]=1)=O)=O.[OH:18][C:19]1[CH:24]=[C:23]([OH:25])[CH:22]=[CH:21][C:20]=1[C:26](=O)[CH2:27][C:28]1[CH:33]=[CH:32][C:31]([OH:34])=[CH:30][CH:29]=1.N1C=CC=CC=1C1C(C2C=CC=CC=2)=CC2C(=CC=CC=2)O1. (4) The reactants are: Cl[C:2]1[CH:17]=[CH:16][CH:15]=[C:14]2[C:3]=1[C:4](=[O:18])[C:5]1[C:13]3[C:12]2=[N:11][NH:10][C:9]=3[CH:8]=[CH:7][CH:6]=1.[NH2:19][CH2:20][CH2:21][CH2:22][CH2:23][CH2:24][NH2:25]. Given the product [NH2:19][CH2:20][CH2:21][CH2:22][CH2:23][CH2:24][NH:25][C:2]1[CH:17]=[CH:16][CH:15]=[C:14]2[C:3]=1[C:4](=[O:18])[C:5]1[C:13]3[C:12]2=[N:11][NH:10][C:9]=3[CH:8]=[CH:7][CH:6]=1, predict the reactants needed to synthesize it. (5) Given the product [NH2:1][C:4]1[CH:5]=[C:6]([S:10]([NH:13][C:14]2[CH:15]=[C:16]([NH:20][C:21](=[O:27])[O:22][C:23]([CH3:25])([CH3:24])[CH3:26])[CH:17]=[CH:18][CH:19]=2)(=[O:12])=[O:11])[CH:7]=[CH:8][CH:9]=1, predict the reactants needed to synthesize it. The reactants are: [N+:1]([C:4]1[CH:5]=[C:6]([S:10]([NH:13][C:14]2[CH:15]=[C:16]([NH:20][C:21](=[O:27])[O:22][C:23]([CH3:26])([CH3:25])[CH3:24])[CH:17]=[CH:18][CH:19]=2)(=[O:12])=[O:11])[CH:7]=[CH:8][CH:9]=1)([O-])=O. (6) Given the product [Cl:10][C:4]1[CH:3]=[C:2]([C:15]2[CH:14]=[CH:13][C:12]([Cl:11])=[C:17]([O:18][CH3:19])[CH:16]=2)[CH:8]=[C:7]([F:9])[C:5]=1[NH2:6], predict the reactants needed to synthesize it. The reactants are: Br[C:2]1[CH:8]=[C:7]([F:9])[C:5]([NH2:6])=[C:4]([Cl:10])[CH:3]=1.[Cl:11][C:12]1[C:17]([O:18][CH3:19])=[CH:16][C:15](B(O)O)=[CH:14][CH:13]=1. (7) Given the product [Cl:22][C:4]1[CH:3]=[C:2]([NH:1][C:41]2[C:42]3[N:34]([CH2:33][CH2:32][OH:31])[CH:35]=[CH:36][C:37]=3[N:38]=[CH:39][N:40]=2)[CH:21]=[CH:20][C:5]=1[O:6][C:7]1[CH:8]=[C:9]([NH:13][C:14](=[O:19])[C:15]([CH3:17])([CH3:18])[CH3:16])[CH:10]=[CH:11][CH:12]=1, predict the reactants needed to synthesize it. The reactants are: [NH2:1][C:2]1[CH:21]=[CH:20][C:5]([O:6][C:7]2[CH:8]=[C:9]([NH:13][C:14](=[O:19])[C:15]([CH3:18])([CH3:17])[CH3:16])[CH:10]=[CH:11][CH:12]=2)=[C:4]([Cl:22])[CH:3]=1.C([O:31][CH2:32][CH2:33][N:34]1[C:42]2[C:41](Cl)=[N:40][CH:39]=[N:38][C:37]=2[CH:36]=[CH:35]1)(=O)C1C=CC=CC=1.Cl.N1C=CC=CC=1.[OH-].[Na+].[Cl-].[NH4+]. (8) Given the product [F:1][C:2]1[CH:3]=[C:4]([N:8]2[CH2:24][CH:12]3[CH2:13][N:14]([C:17]([O:19][C:20]([CH3:22])([CH3:21])[CH3:23])=[O:18])[CH2:15][CH2:16][N:11]3[C:9]2=[O:10])[CH:5]=[CH:6][CH:7]=1, predict the reactants needed to synthesize it. The reactants are: [F:1][C:2]1[CH:3]=[C:4]([NH:8][C:9]([N:11]2[CH2:16][CH2:15][N:14]([C:17]([O:19][C:20]([CH3:23])([CH3:22])[CH3:21])=[O:18])[CH2:13][CH:12]2[CH2:24]O)=[O:10])[CH:5]=[CH:6][CH:7]=1.C1(P(C2C=CC=CC=2)C2C=CC=CC=2)C=CC=CC=1.N(C(OCC)=O)=NC(OCC)=O.C1(C)C=CC=CC=1.O. (9) Given the product [CH2:16]([C:15]1[C:10]([CH2:9][NH:8][C:6](=[O:7])[O:5][C:1]([CH3:2])([CH3:3])[CH3:4])=[C:11]([C:25]2[CH:30]=[CH:29][C:28]([CH3:31])=[CH:27][CH:26]=2)[C:12]([CH2:21][C:22](=[O:23])[NH:38][CH2:37][C:33]2[S:32][CH:36]=[CH:35][CH:34]=2)=[C:13]([CH3:20])[N:14]=1)[CH:17]([CH3:18])[CH3:19], predict the reactants needed to synthesize it. The reactants are: [C:1]([O:5][C:6]([NH:8][CH2:9][C:10]1[C:11]([C:25]2[CH:30]=[CH:29][C:28]([CH3:31])=[CH:27][CH:26]=2)=[C:12]([CH2:21][C:22](O)=[O:23])[C:13]([CH3:20])=[N:14][C:15]=1[CH2:16][CH:17]([CH3:19])[CH3:18])=[O:7])([CH3:4])([CH3:3])[CH3:2].[S:32]1[CH:36]=[CH:35][CH:34]=[C:33]1[CH2:37][NH2:38].C(P(=O)(OCC)OCC)#N.